From a dataset of Reaction yield outcomes from USPTO patents with 853,638 reactions. Predict the reaction yield, written as a fraction of the theoretical maximum amount of product (1.0 means a 100% yield; for example, 0.34 means a 34% yield). (1) The reactants are [Cl:1][C:2]1[CH:7]=[CH:6][C:5]([N:8]=[C:9]=[O:10])=[CH:4][CH:3]=1.[NH2:11][C:12]1[CH:25]=[CH:24][C:15]([O:16][CH2:17][CH2:18][N:19]2[CH2:22][CH:21]([OH:23])[CH2:20]2)=[C:14]([C:26]2[N:27]([CH3:32])[N:28]=[CH:29][C:30]=2[Cl:31])[CH:13]=1. The catalyst is ClCCl.CN(C=O)C. The product is [Cl:31][C:30]1[CH:29]=[N:28][N:27]([CH3:32])[C:26]=1[C:14]1[CH:13]=[C:12]([NH:11][C:9]([NH:8][C:5]2[CH:6]=[CH:7][C:2]([Cl:1])=[CH:3][CH:4]=2)=[O:10])[CH:25]=[CH:24][C:15]=1[O:16][CH2:17][CH2:18][N:19]1[CH2:22][CH:21]([OH:23])[CH2:20]1. The yield is 0.470. (2) The reactants are Cl[C:2]1[N:7]=[C:6]([NH:8][CH:9]2[CH2:26][CH2:25][C:12]3([CH2:17][CH2:16][N:15](C(OC(C)(C)C)=O)[CH2:14][CH2:13]3)[CH2:11][CH2:10]2)[C:5]([Cl:27])=[CH:4][N:3]=1.[CH3:28][N:29]1[C:33]([CH3:34])=[CH:32][C:31]([NH2:35])=[N:30]1.FC(F)(F)C(O)=O. The catalyst is O1CCOCC1. The product is [Cl:27][C:5]1[C:6]([NH:8][CH:9]2[CH2:10][CH2:11][C:12]3([CH2:17][CH2:16][NH:15][CH2:14][CH2:13]3)[CH2:25][CH2:26]2)=[N:7][C:2]([NH:35][C:31]2[CH:32]=[C:33]([CH3:34])[N:29]([CH3:28])[N:30]=2)=[N:3][CH:4]=1. The yield is 0.953. (3) The reactants are [S:1]([C:11]1[CH:19]=[CH:18][CH:17]=[CH:16][C:12]=1[C:13]([OH:15])=[O:14])[C:2]1[CH:10]=[CH:9][CH:8]=[CH:7][C:3]=1[C:4]([OH:6])=[O:5].I([O-])(=O)(=O)=[O:21].[Na+].[OH2:26]. No catalyst specified. The product is [S:1]([C:11]1[CH:19]=[CH:18][CH:17]=[CH:16][C:12]=1[C:13]([OH:15])=[O:14])([C:2]1[CH:10]=[CH:9][CH:8]=[CH:7][C:3]=1[C:4]([OH:6])=[O:5])(=[O:21])=[O:26]. The yield is 0.980.